From a dataset of Catalyst prediction with 721,799 reactions and 888 catalyst types from USPTO. Predict which catalyst facilitates the given reaction. (1) Reactant: [O:1]=[C:2]1[NH:6][C:5](=[O:7])[CH:4]([CH2:8][C:9]2[CH:21]=[CH:20][C:12]([O:13][CH2:14][C:15]([O:17]CC)=[O:16])=[CH:11][CH:10]=2)[S:3]1.C([O-])([O-])=O.[Na+].[Na+].O. Product: [O:1]=[C:2]1[NH:6][C:5](=[O:7])[CH:4]([CH2:8][C:9]2[CH:21]=[CH:20][C:12]([O:13][CH2:14][C:15]([OH:17])=[O:16])=[CH:11][CH:10]=2)[S:3]1. The catalyst class is: 5. (2) Reactant: CN(C(ON1N=N[C:11]2[CH:12]=[CH:13][CH:14]=[N:15][C:10]1=2)=[N+](C)C)C.F[P-](F)(F)(F)(F)F.C(N(C(C)C)CC)(C)C.[C:34](O)(=[O:36])[CH3:35].[Cl:38][C:39]1[CH:40]=[C:41]([NH:53][C:54]2[C:63]3[C:58](=[CH:59][CH:60]=[CH:61][C:62]=3[O:64][CH2:65][CH2:66][NH:67][CH3:68])[N:57]=[CH:56][N:55]=2)[CH:42]=[CH:43][C:44]=1[O:45][CH2:46]C1C=CC=CN=1. Product: [Cl:38][C:39]1[CH:40]=[C:41]([CH:42]=[CH:43][C:44]=1[O:45][CH2:46][C:10]1[CH:11]=[CH:12][CH:13]=[CH:14][N:15]=1)[NH:53][C:54]1[C:63]2[C:58](=[CH:59][CH:60]=[CH:61][C:62]=2[O:64][CH2:65][CH2:66][N:67]([CH3:68])[C:34](=[O:36])[CH3:35])[N:57]=[CH:56][N:55]=1. The catalyst class is: 2. (3) Reactant: Br[CH2:2][C:3]1[O:7][C:6]([C:8]([CH:16]2[CH2:21][CH2:20][CH2:19][CH2:18][CH2:17]2)([C:10]2[CH:15]=[CH:14][CH:13]=[CH:12][CH:11]=2)[OH:9])=[N:5][CH:4]=1.[CH3:22][NH:23][CH3:24]. Product: [CH:16]1([C:8]([C:6]2[O:7][C:3]([CH2:2][N:23]([CH3:24])[CH3:22])=[CH:4][N:5]=2)([C:10]2[CH:15]=[CH:14][CH:13]=[CH:12][CH:11]=2)[OH:9])[CH2:21][CH2:20][CH2:19][CH2:18][CH2:17]1. The catalyst class is: 1. (4) Reactant: Cl.Cl.[CH3:3][N:4]1[CH2:9][CH2:8][N:7]([CH2:10][C:11]2[CH:19]=[CH:18][C:14]([C:15]([OH:17])=O)=[CH:13][CH:12]=2)[CH2:6][CH2:5]1.O=S(Cl)Cl.[NH2:24][C:25]1[CH:26]=[CH:27][C:28]([CH3:44])=[C:29]([NH:31][C:32]2C=[C:36]([C:38]3[CH:39]=[N:40][CH:41]=[CH:42][CH:43]=3)[CH:35]=[CH:34][N:33]=2)[CH:30]=1.[NH4+:45].[OH-]. Product: [CH3:44][C:28]1[CH:27]=[CH:26][C:25]([NH:24][C:15]([C:14]2[CH:18]=[CH:19][C:11]([CH2:10][N:7]3[CH2:6][CH2:5][N:4]([CH3:3])[CH2:9][CH2:8]3)=[CH:12][CH:13]=2)=[O:17])=[CH:30][C:29]=1[NH:31][C:32]1[N:33]=[CH:34][CH:35]=[C:36]([C:38]2[CH:43]=[CH:42][CH:41]=[N:40][CH:39]=2)[N:45]=1. The catalyst class is: 228. (5) Reactant: [Br:1][C:2]1[CH:3]=[C:4]([OH:8])[CH:5]=[N:6][CH:7]=1.C1C=C(Cl)C=C(C(OO)=[O:17])C=1. The catalyst class is: 2. Product: [Br:1][C:2]1[CH:3]=[C:4]([OH:8])[CH:5]=[N+:6]([O-:17])[CH:7]=1.